Dataset: Forward reaction prediction with 1.9M reactions from USPTO patents (1976-2016). Task: Predict the product of the given reaction. (1) Given the reactants COC([O:7][CH3:8])N(C)C.[NH2:9][C:10]1[N:14]([C:15]2[CH:16]=[C:17]([CH:21]=[CH:22][C:23]=2[CH3:24])[C:18]([OH:20])=O)[N:13]=[CH:12][C:11]=1[C:25](=[O:33])[C:26]1[CH:31]=[CH:30][CH:29]=[C:28]([I:32])[CH:27]=1.C[N:35](C=O)C, predict the reaction product. The product is: [NH2:9][C:10]1[N:14]([C:15]2[CH:16]=[C:17]([CH:21]=[CH:22][C:23]=2[CH3:24])[C:18]([NH:35][O:7][CH3:8])=[O:20])[N:13]=[CH:12][C:11]=1[C:25](=[O:33])[C:26]1[CH:31]=[CH:30][CH:29]=[C:28]([I:32])[CH:27]=1. (2) Given the reactants [CH2:1]([C@H:4]([C:22]([O:24][C:25]([CH3:28])([CH3:27])[CH3:26])=[O:23])[CH2:5][C@H:6]([NH:14][C:15]([O:17][C:18]([CH3:21])([CH3:20])[CH3:19])=[O:16])[C:7]([O:9][C:10]([CH3:13])([CH3:12])[CH3:11])=[O:8])[CH:2]=[CH2:3].[OH-:29].[Na+].OO, predict the reaction product. The product is: [C:18]([O:17][C:15]([NH:14][C@@H:6]([CH2:5][C@H:4]([CH2:1][CH2:2][CH2:3][OH:29])[C:22]([O:24][C:25]([CH3:28])([CH3:27])[CH3:26])=[O:23])[C:7]([O:9][C:10]([CH3:13])([CH3:12])[CH3:11])=[O:8])=[O:16])([CH3:21])([CH3:20])[CH3:19]. (3) Given the reactants [C:1]([OH:12])(=[O:11])/[CH:2]=[CH:3]/[CH2:4][CH2:5][CH2:6][CH2:7][CH2:8][CH2:9][CH3:10].[CH2:13]([N:15]([CH2:22][CH3:23])[CH2:16][CH2:17][O:18][CH2:19][CH2:20]O)[CH3:14], predict the reaction product. The product is: [C:1]([O:12][CH2:20][CH2:19][O:18][CH2:17][CH2:16][N:15]([CH2:22][CH3:23])[CH2:13][CH3:14])(=[O:11])/[CH:2]=[CH:3]/[CH2:4][CH2:5][CH2:6][CH2:7][CH2:8][CH2:9][CH3:10].